From a dataset of Retrosynthesis with 50K atom-mapped reactions and 10 reaction types from USPTO. Predict the reactants needed to synthesize the given product. (1) The reactants are: CCc1cc2c(N3CCN(C(=O)c4ccc(-c5ccccc5)cc4)CC3)nc(N)nc2s1.COC(=O)CCC(=O)Cl. Given the product CCc1cc2c(N3CCN(C(=O)c4ccc(-c5ccccc5)cc4)CC3)nc(NC(=O)CCC(=O)OC)nc2s1, predict the reactants needed to synthesize it. (2) The reactants are: CCOC(=O)COc1cccc(C=O)c1.NCCN1CCCCC1. Given the product CCOC(=O)COc1cccc(CNCCN2CCCCC2)c1, predict the reactants needed to synthesize it. (3) Given the product BrCc1cccc(OCc2ccccc2)c1, predict the reactants needed to synthesize it. The reactants are: BrC(Br)(Br)Br.OCc1cccc(OCc2ccccc2)c1. (4) Given the product COc1cccc(-c2nc(SCc3cccc(NC(=O)Nc4ccc(Cl)c(Cl)c4)c3)[nH]c(=O)c2C#N)c1, predict the reactants needed to synthesize it. The reactants are: COc1cccc(-c2nc(SCc3cccc(N)c3)[nH]c(=O)c2C#N)c1.O=C=Nc1ccc(Cl)c(Cl)c1. (5) The reactants are: COC(=O)c1ccc(CN(c2nc3cc(OC)ccc3n2C)C2CCC(C(C)(C)C)CC2)cc1. Given the product COC(=O)c1ccc(CN(c2nc3cc(O)ccc3n2C)C2CCC(C(C)(C)C)CC2)cc1, predict the reactants needed to synthesize it.